Dataset: Full USPTO retrosynthesis dataset with 1.9M reactions from patents (1976-2016). Task: Predict the reactants needed to synthesize the given product. (1) Given the product [F:21][C:22]([F:33])([F:32])[C:23]([NH:13][CH2:12][CH2:11][C:8]1[CH:7]=[CH:6][C:5]([N+:2]([O-:4])=[O:3])=[CH:10][CH:9]=1)=[O:24], predict the reactants needed to synthesize it. The reactants are: Cl.[N+:2]([C:5]1[CH:10]=[CH:9][C:8]([CH2:11][CH2:12][NH2:13])=[CH:7][CH:6]=1)([O-:4])=[O:3].C(N(CC)CC)C.[F:21][C:22]([F:33])([F:32])[C:23](O[C:23](=[O:24])[C:22]([F:33])([F:32])[F:21])=[O:24]. (2) Given the product [F:34][C:31]1[CH:32]=[CH:33][C:28]([C:27]#[C:26][N:6]2[C:7]3[CH:8]=[CH:9][C:10]([C:13]([O:15][CH3:16])=[O:14])=[CH:11][C:12]=3[C:4]3[CH2:3][N:2]([CH3:1])[CH2:18][CH2:17][C:5]2=3)=[CH:29][CH:30]=1, predict the reactants needed to synthesize it. The reactants are: [CH3:1][N:2]1[CH2:18][CH2:17][C:5]2[NH:6][C:7]3[CH:8]=[CH:9][C:10]([C:13]([O:15][CH3:16])=[O:14])=[CH:11][C:12]=3[C:4]=2[CH2:3]1.C(=O)([O-])[O-].[K+].[K+].Br[C:26]#[C:27][C:28]1[CH:33]=[CH:32][C:31]([F:34])=[CH:30][CH:29]=1. (3) Given the product [CH3:28][N:26]([CH3:27])[C:24]1[C:23]([CH3:29])=[CH:22][C:12]2[N:13]=[C:14]3[C:19]([N:10]([CH2:9][CH2:8][CH2:7][CH2:6][CH2:5][O:4][P:3](=[O:2])([OH:30])[OH:32])[C:11]=2[CH:25]=1)=[N:18][C:17](=[O:20])[NH:16][C:15]3=[O:21], predict the reactants needed to synthesize it. The reactants are: C[O:2][P:3](=[O:32])([O:30]C)[O:4][CH2:5][CH2:6][CH2:7][CH2:8][CH2:9][N:10]1[C:19]2[C:14]([C:15](=[O:21])[NH:16][C:17](=[O:20])[N:18]=2)=[N:13][C:12]2[CH:22]=[C:23]([CH3:29])[C:24]([N:26]([CH3:28])[CH3:27])=[CH:25][C:11]1=2.C[Si](Br)(C)C. (4) Given the product [Cl:9][C:10]1[C:15]([C:16]2[N:45]=[C:44]([N:38]3[CH2:43][CH2:42][O:41][CH2:40][CH2:39]3)[S:46][C:17]=2[C:18]2[CH:23]=[CH:22][N:21]=[C:20]([Cl:24])[N:19]=2)=[CH:14][CH:13]=[CH:12][C:11]=1[NH:26][S:27]([C:30]1[CH:35]=[C:34]([F:36])[CH:33]=[CH:32][C:31]=1[F:37])(=[O:29])=[O:28], predict the reactants needed to synthesize it. The reactants are: C1C(=O)N(Br)C(=O)C1.[Cl:9][C:10]1[C:15](/[C:16](/O)=[CH:17]\[C:18]2[CH:23]=[CH:22][N:21]=[C:20]([Cl:24])[N:19]=2)=[CH:14][CH:13]=[CH:12][C:11]=1[NH:26][S:27]([C:30]1[CH:35]=[C:34]([F:36])[CH:33]=[CH:32][C:31]=1[F:37])(=[O:29])=[O:28].[N:38]1([C:44](=[S:46])[NH2:45])[CH2:43][CH2:42][O:41][CH2:40][CH2:39]1. (5) Given the product [CH3:2][O:6][C:7]1[C:12]2[CH:13]=[CH:14][CH:15]=[CH:16][C:11]=2[O:10][C:9](=[O:17])[C:8]=1[C:18](=[O:33])[CH:19]=[CH:20][C:21]1[CH:26]=[CH:25][CH:24]=[C:23]([NH:27][C:28](=[O:32])[CH2:29][O:30][CH3:31])[CH:22]=1, predict the reactants needed to synthesize it. The reactants are: O1CCC[CH2:2]1.[OH:6][C:7]1[C:12]2[CH:13]=[CH:14][CH:15]=[CH:16][C:11]=2[O:10][C:9](=[O:17])[C:8]=1[C:18](=[O:33])[CH:19]=[CH:20][C:21]1[CH:26]=[CH:25][CH:24]=[C:23]([NH:27][C:28](=[O:32])[CH2:29][O:30][CH3:31])[CH:22]=1.C1(P(C2C=CC=CC=2)C2C=CC=CC=2)C=CC=CC=1.N(C(OCC)=O)=NC(OCC)=O. (6) Given the product [Cl:1][C:2]1[CH:3]=[C:4]([C@@H:8]([OH:33])[CH2:9][N:10]([CH2:14][CH2:15][C:16]2[CH:17]=[CH:18][C:19]([S:22]([C:25]3[CH:30]=[CH:29][CH:28]=[C:27](/[CH:31]=[C:38]4/[C:37](=[O:39])[NH:36][C:35](=[O:40])[S:34]/4)[CH:26]=3)(=[O:24])=[O:23])=[CH:20][CH:21]=2)[C:11](=[O:13])[O:12][C:51]([CH3:50])([CH3:46])[CH3:41])[CH:5]=[CH:6][CH:7]=1, predict the reactants needed to synthesize it. The reactants are: [Cl:1][C:2]1[CH:3]=[C:4]([C@@H:8]([OH:33])[CH2:9][N:10]([CH2:14][CH2:15][C:16]2[CH:21]=[CH:20][C:19]([S:22]([C:25]3[CH:30]=[CH:29][CH:28]=[C:27]([CH:31]=O)[CH:26]=3)(=[O:24])=[O:23])=[CH:18][CH:17]=2)[C:11](=[O:13])[O-:12])[CH:5]=[CH:6][CH:7]=1.[S:34]1[CH2:38][C:37](=[O:39])[NH:36][C:35]1=[O:40].[C:41]([O-])(=O)C.[NH4+].[CH:46]1[CH:51]=[CH:50]C=CC=1.